Dataset: Catalyst prediction with 721,799 reactions and 888 catalyst types from USPTO. Task: Predict which catalyst facilitates the given reaction. (1) Reactant: [OH:1][CH2:2][CH2:3][O:4][C:5]1[CH:10]=[CH:9][CH:8]=[CH:7][C:6]=1[C:11](=[O:20])[CH2:12][C:13]([O:15][C:16](C)(C)[CH3:17])=[O:14]. Product: [OH:1][CH2:2][CH2:3][O:4][C:5]1[CH:10]=[CH:9][CH:8]=[CH:7][C:6]=1[C:11](=[O:20])[CH2:12][C:13]([O:15][CH2:16][CH3:17])=[O:14]. The catalyst class is: 8. (2) Reactant: [CH:1]([NH:14][C:15](=[O:31])[N:16]([CH:18]1[CH2:22][CH2:21][N:20](C(=O)C2C=CC=CC=2)[CH2:19]1)[CH3:17])([C:8]1[CH:13]=[CH:12][CH:11]=[CH:10][CH:9]=1)[C:2]1[CH:7]=[CH:6][CH:5]=[CH:4][CH:3]=1. Product: [CH:1]([NH:14][C:15](=[O:31])[N:16]([CH3:17])[C@@H:18]1[CH2:22][CH2:21][NH:20][CH2:19]1)([C:2]1[CH:7]=[CH:6][CH:5]=[CH:4][CH:3]=1)[C:8]1[CH:9]=[CH:10][CH:11]=[CH:12][CH:13]=1. The catalyst class is: 19. (3) Reactant: [Cl:1][C:2]1[CH:3]=[C:4]([CH:17]=[CH:18][C:19]=1[Cl:20])[CH2:5][NH:6][C:7]1[CH:16]=[CH:15][C:10]([C:11](OC)=[O:12])=[CH:9][N:8]=1.CC(C[AlH]CC(C)C)C. Product: [Cl:1][C:2]1[CH:3]=[C:4]([CH:17]=[CH:18][C:19]=1[Cl:20])[CH2:5][NH:6][C:7]1[N:8]=[CH:9][C:10]([CH2:11][OH:12])=[CH:15][CH:16]=1. The catalyst class is: 182.